This data is from Full USPTO retrosynthesis dataset with 1.9M reactions from patents (1976-2016). The task is: Predict the reactants needed to synthesize the given product. (1) The reactants are: C([O:3][C:4](=[O:32])[CH2:5][N:6]1[C:14]2[C:9](=[CH:10][CH:11]=[C:12]([CH2:15][C:16](=[O:31])[NH:17][CH2:18][C:19]#[C:20][C:21]3[CH:26]=[CH:25][C:24]([C:27]([F:30])([F:29])[F:28])=[CH:23][CH:22]=3)[CH:13]=2)[CH:8]=[CH:7]1)C.[Li+].[OH-]. Given the product [F:29][C:27]([F:28])([F:30])[C:24]1[CH:25]=[CH:26][C:21]([C:20]#[C:19][CH2:18][NH:17][C:16]([CH2:15][C:12]2[CH:13]=[C:14]3[C:9]([CH:8]=[CH:7][N:6]3[CH2:5][C:4]([OH:32])=[O:3])=[CH:10][CH:11]=2)=[O:31])=[CH:22][CH:23]=1, predict the reactants needed to synthesize it. (2) Given the product [Br:1][C:2]1[CH:3]=[CH:4][C:5]([C:8]2([CH2:13][OH:14])[CH2:12][CH2:11][CH2:10][CH2:9]2)=[CH:6][CH:7]=1, predict the reactants needed to synthesize it. The reactants are: [Br:1][C:2]1[CH:7]=[CH:6][C:5]([C:8]2([C:13](O)=[O:14])[CH2:12][CH2:11][CH2:10][CH2:9]2)=[CH:4][CH:3]=1.[H-].[H-].[H-].[H-].[Li+].[Al+3]. (3) Given the product [F:3][C:4]1[CH:5]=[C:6]([C:10]2[CH:18]=[C:17]3[C:13]([CH2:14][CH2:15][CH:16]3[N:19]([C:23]3[CH:24]=[C:25]([CH:32]=[CH:33][CH:34]=3)[O:26][CH2:27][C:28]([OH:30])=[O:29])[C:20](=[O:22])[CH3:21])=[CH:12][CH:11]=2)[CH:7]=[CH:8][CH:9]=1, predict the reactants needed to synthesize it. The reactants are: [OH-].[Li+].[F:3][C:4]1[CH:5]=[C:6]([C:10]2[CH:18]=[C:17]3[C:13]([CH2:14][CH2:15][CH:16]3[N:19]([C:23]3[CH:24]=[C:25]([CH:32]=[CH:33][CH:34]=3)[O:26][CH2:27][C:28]([O:30]C)=[O:29])[C:20](=[O:22])[CH3:21])=[CH:12][CH:11]=2)[CH:7]=[CH:8][CH:9]=1. (4) Given the product [C:1]([N:4]([C:10]1[CH:18]=[CH:17][C:13]([C:14]([NH:45][C@@H:42]([C:44]2[NH:28][C:29]3[CH:34]=[CH:33][C:32]([Cl:67])=[CH:31][C:30]=3[N:35]=2)[CH2:43][S:62][CH3:61])=[O:16])=[CH:12][C:11]=1[CH3:19])[CH:5]1[CH2:6][CH2:7][CH2:8][CH2:9]1)(=[O:3])[CH3:2], predict the reactants needed to synthesize it. The reactants are: [C:1]([N:4]([C:10]1[CH:18]=[CH:17][C:13]([C:14]([OH:16])=O)=[CH:12][C:11]=1[CH3:19])[CH:5]1[CH2:9][CH2:8][CH2:7][CH2:6]1)(=[O:3])[CH3:2].CN(C(O[N:28]1N=[N:35][C:30]2[CH:31]=[CH:32][CH:33]=[CH:34][C:29]1=2)=[N+](C)C)C.[B-](F)(F)(F)F.[CH:42]([N:45](C(C)C)CC)([CH3:44])[CH3:43].ClC1C=CC2NC([C@@H](N)C[CH2:61][S:62]C)=NC=2C=1.[Cl:67]Cl. (5) Given the product [N:1]1([C:7]([NH:9][N:10]=[C:20]2[C:19]3[C:14](=[CH:15][CH:16]=[C:17]([S:22][CH2:23][CH2:24][C:25]4[CH:26]=[CH:27][C:28]([C:29]([OH:31])=[O:30])=[CH:32][CH:33]=4)[CH:18]=3)[N:13]([CH2:34][CH2:35][CH2:36][CH2:37][CH3:38])[C:12]2=[O:11])=[O:8])[CH2:6][CH2:5][O:4][CH2:3][CH2:2]1, predict the reactants needed to synthesize it. The reactants are: [N:1]1([C:7]([NH:9][NH2:10])=[O:8])[CH2:6][CH2:5][O:4][CH2:3][CH2:2]1.[O:11]=[C:12]1[C:20](=O)[C:19]2[C:14](=[CH:15][CH:16]=[C:17]([S:22][CH2:23][CH2:24][C:25]3[CH:33]=[CH:32][C:28]([C:29]([OH:31])=[O:30])=[CH:27][CH:26]=3)[CH:18]=2)[N:13]1[CH2:34][CH2:35][CH2:36][CH2:37][CH3:38].